From a dataset of Full USPTO retrosynthesis dataset with 1.9M reactions from patents (1976-2016). Predict the reactants needed to synthesize the given product. (1) Given the product [Cl:21][C:22]1[CH:27]=[CH:26][C:25]([S:28]([NH:1][C:2]2[CH:7]=[CH:6][C:5]([Cl:8])=[CH:4][C:3]=2/[CH:9]=[CH:10]/[C:11]2[CH:12]=[CH:13][C:14]([C:15]([O:17][CH3:18])=[O:16])=[CH:19][CH:20]=2)(=[O:30])=[O:29])=[CH:24][CH:23]=1, predict the reactants needed to synthesize it. The reactants are: [NH2:1][C:2]1[CH:7]=[CH:6][C:5]([Cl:8])=[CH:4][C:3]=1/[CH:9]=[CH:10]/[C:11]1[CH:20]=[CH:19][C:14]([C:15]([O:17][CH3:18])=[O:16])=[CH:13][CH:12]=1.[Cl:21][C:22]1[CH:27]=[CH:26][C:25]([S:28](Cl)(=[O:30])=[O:29])=[CH:24][CH:23]=1.Cl. (2) Given the product [N:1]1([CH2:5][CH2:6][N:7]2[CH:11]=[C:10]([C:12]3[CH:17]=[CH:16][C:15]([F:18])=[C:14]([C:19]([F:22])([F:21])[F:20])[CH:13]=3)[N:9]=[C:8]2[CH:23]2[CH2:28][CH2:27][N:26]([C:29]3[N:34]=[CH:33][N:32]=[C:31]([NH2:35])[C:30]=3[C:36]3[CH:37]=[N:38][O:41][CH:40]=3)[CH2:25][CH2:24]2)[CH2:4][CH2:3][CH2:2]1, predict the reactants needed to synthesize it. The reactants are: [N:1]1([CH2:5][CH2:6][N:7]2[CH:11]=[C:10]([C:12]3[CH:17]=[CH:16][C:15]([F:18])=[C:14]([C:19]([F:22])([F:21])[F:20])[CH:13]=3)[N:9]=[C:8]2[CH:23]2[CH2:28][CH2:27][N:26]([C:29]3[N:34]=[CH:33][N:32]=[C:31]([NH2:35])[C:30]=3[C:36]3[CH:37]=[N:38]N[CH:40]=3)[CH2:25][CH2:24]2)[CH2:4][CH2:3][CH2:2]1.[O:41]1C=C(B(O)O)C=N1.CC1(C)C(C)(C)OB(C2C=NN(C(OC(C)(C)C)=O)C=2)O1. (3) Given the product [N:69]([CH2:68][CH:67]([S:72][S:73][C:74]([CH3:77])([CH3:76])[CH3:75])[CH2:66][C@@H:65]([NH:78][C:79]([O:81][C:82]([CH3:83])([CH3:84])[CH3:85])=[O:80])[C:64]([O:40][C@H:39]1[C@@H:38]([OH:41])[C@H:37]([N:42]2[CH:50]=[N:49][C:48]3[C:43]2=[N:44][CH:45]=[N:46][C:47]=3[NH2:51])[O:36][C@H:35]1[CH2:34][O:33][P:30]([O:29][C@H:28]1[CH2:27][C@H:26]([N:52]2[CH:57]=[CH:56][C:55]([NH2:58])=[N:54][C:53]2=[O:59])[O:25][C@@H:24]1[CH2:23][O:22][P:18]([OH:21])([OH:20])=[O:19])([OH:32])=[O:31])=[O:63])=[N+:70]=[N-:71], predict the reactants needed to synthesize it. The reactants are: C([N+](CCCC)(CCCC)CCCC)CCC.[P:18]([O:22][CH2:23][C@@H:24]1[C@@H:28]([O:29][P:30]([O:33][CH2:34][C@@H:35]2[C@@H:39]([OH:40])[C@@H:38]([OH:41])[C@H:37]([N:42]3[CH:50]=[N:49][C:48]4[C:43]3=[N:44][CH:45]=[N:46][C:47]=4[NH2:51])[O:36]2)([OH:32])=[O:31])[CH2:27][C@H:26]([N:52]2[CH:57]=[CH:56][C:55]([NH2:58])=[N:54][C:53]2=[O:59])[O:25]1)([OH:21])([OH:20])=[O:19].C(C[O:63][C:64](=O)[C@@H:65]([NH:78][C:79]([O:81][C:82]([CH3:85])([CH3:84])[CH3:83])=[O:80])[CH2:66][CH:67]([S:72][S:73][C:74]([CH3:77])([CH3:76])[CH3:75])[CH2:68][N:69]=[N+:70]=[N-:71])#N. (4) Given the product [NH2:16][C:15]1[CH:14]=[CH:13][C:4]([O:5][C:6]2[CH:11]=[CH:10][N:9]=[C:8]([NH:12][C:22]([N:21]3[CH2:24][CH2:25][CH2:20][CH2:19]3)=[O:28])[CH:7]=2)=[CH:3][C:2]=1[CH3:1], predict the reactants needed to synthesize it. The reactants are: [CH3:1][C:2]1[CH:3]=[C:4]([CH:13]=[CH:14][C:15]=1[N+:16]([O-])=O)[O:5][C:6]1[CH:11]=[CH:10][N:9]=[C:8]([NH2:12])[CH:7]=1.[CH2:19]([N:21]([CH2:24][CH3:25])[CH2:22]C)[CH3:20].ClC(OC1C=CC=CC=1)=[O:28].N1CCCC1.[Cl-].[NH4+]. (5) Given the product [OH:11][NH:10][C:8]([C:6]1[CH:5]=[CH:4][CH:3]=[C:2]([CH3:1])[N:7]=1)=[NH:9], predict the reactants needed to synthesize it. The reactants are: [CH3:1][C:2]1[N:7]=[C:6]([C:8]#[N:9])[CH:5]=[CH:4][CH:3]=1.[NH2:10][OH:11]. (6) Given the product [NH:25]1[C:29]2[CH:30]=[CH:31][C:32]([C:34]([N:36]3[CH2:39][C:38]4([CH2:40][CH2:41][N:42]([C:12]5[O:13][C:9]([C:4]6[CH:3]=[C:2]([Cl:1])[CH:7]=[C:6]([Cl:8])[CH:5]=6)=[N:10][N:11]=5)[CH2:43][CH2:44]4)[CH2:37]3)=[O:35])=[CH:33][C:28]=2[N:27]=[N:26]1, predict the reactants needed to synthesize it. The reactants are: [Cl:1][C:2]1[CH:3]=[C:4]([C:9]2[O:13][C:12](=O)[NH:11][N:10]=2)[CH:5]=[C:6]([Cl:8])[CH:7]=1.C(N(CC)C(C)C)(C)C.Cl.[NH:25]1[C:29]2[CH:30]=[CH:31][C:32]([C:34]([N:36]3[CH2:39][C:38]4([CH2:44][CH2:43][NH:42][CH2:41][CH2:40]4)[CH2:37]3)=[O:35])=[CH:33][C:28]=2[N:27]=[N:26]1.F[P-](F)(F)(F)(F)F.N1(O[P+](N(C)C)(N(C)C)N(C)C)C2C=CC=CC=2N=N1. (7) Given the product [F:1][C:2]1[N:6]([CH2:7][O:8][CH2:9][CH2:10][Si:11]([CH3:12])([CH3:14])[CH3:13])[CH:5]=[N:4][C:3]=1[CH:15]=[O:16], predict the reactants needed to synthesize it. The reactants are: [F:1][C:2]1[N:6]([CH2:7][O:8][CH2:9][CH2:10][Si:11]([CH3:14])([CH3:13])[CH3:12])[CH:5]=[N:4][C:3]=1[CH2:15][OH:16]. (8) The reactants are: Cl.[CH2:2]([O:9][C:10](=[O:16])[C@H:11]1[CH2:15][CH2:14][CH2:13][NH:12]1)[C:3]1[CH:8]=[CH:7][CH:6]=[CH:5][CH:4]=1.[C:17]1([C:26]([OH:28])=O)[CH:22]=[CH:21][CH:20]=[C:19]([C:23]([OH:25])=O)[CH:18]=1. Given the product [CH2:2]([O:9][C:10]([C@H:11]1[CH2:15][CH2:14][CH2:13][N:12]1[C:23](=[O:25])[C:19]1[CH:20]=[CH:21][CH:22]=[C:17]([C:26]([N:12]2[CH2:13][CH2:14][CH2:15][C@@H:11]2[C:10]([O:9][CH2:2][C:3]2[CH:8]=[CH:7][CH:6]=[CH:5][CH:4]=2)=[O:16])=[O:28])[CH:18]=1)=[O:16])[C:3]1[CH:4]=[CH:5][CH:6]=[CH:7][CH:8]=1, predict the reactants needed to synthesize it.